Dataset: Full USPTO retrosynthesis dataset with 1.9M reactions from patents (1976-2016). Task: Predict the reactants needed to synthesize the given product. (1) Given the product [CH3:18][O:17][CH2:16][CH2:15][O:10][C:9]1[C:8]([CH3:11])=[CH:7][C:4]([CH:5]=[O:6])=[CH:3][C:2]=1[CH3:1], predict the reactants needed to synthesize it. The reactants are: [CH3:1][C:2]1[CH:3]=[C:4]([CH:7]=[C:8]([CH3:11])[C:9]=1[OH:10])[CH:5]=[O:6].[H-].[Na+].Br[CH2:15][CH2:16][O:17][CH3:18]. (2) The reactants are: CC1(C)C(C)(C)OB([C:9]2[CH:10]=[N:11][N:12](C(OC(C)(C)C)=O)[CH:13]=2)O1.[Br:22][C:23]1[CH:32]=[C:31]2[C:26]([N:27]=[CH:28][C:29](Cl)=[N:30]2)=[CH:25][CH:24]=1.C(Cl)Cl.C(=O)([O-])[O-].[K+].[K+]. Given the product [Br:22][C:23]1[CH:32]=[C:31]2[C:26]([N:27]=[CH:28][C:29]([C:9]3[CH:13]=[N:12][NH:11][CH:10]=3)=[N:30]2)=[CH:25][CH:24]=1, predict the reactants needed to synthesize it. (3) Given the product [NH2:16][C:17]1[N:22]=[C:21]([NH:10][CH:8]([C:5]2[CH:6]=[CH:7][C:2]([F:1])=[C:3]([C:11]#[C:12][CH:13]([OH:15])[CH3:14])[CH:4]=2)[CH3:9])[N:20]=[C:19]([C:24]([F:27])([CH3:25])[CH3:26])[N:18]=1, predict the reactants needed to synthesize it. The reactants are: [F:1][C:2]1[CH:7]=[CH:6][C:5]([CH:8]([NH2:10])[CH3:9])=[CH:4][C:3]=1[C:11]#[C:12][CH:13]([OH:15])[CH3:14].[NH2:16][C:17]1[N:22]=[C:21](Cl)[N:20]=[C:19]([C:24]([F:27])([CH3:26])[CH3:25])[N:18]=1.C(=O)([O-])[O-].[K+].[K+].